From a dataset of Catalyst prediction with 721,799 reactions and 888 catalyst types from USPTO. Predict which catalyst facilitates the given reaction. (1) Reactant: [CH:1]1([CH2:6][CH:7]([N:11]2[C:19]3[C:14](=[CH:15][C:16]([O:20][C:21]([F:24])([F:23])[F:22])=[CH:17][CH:18]=3)[C:13](=[O:25])[C:12]2=[O:26])[C:8]([OH:10])=O)[CH2:5][CH2:4][CH2:3][CH2:2]1.[N:27]1[CH:32]=[CH:31][CH:30]=[CH:29][C:28]=1[NH2:33].C(N(CC)C(C)C)(C)C.F[P-](F)(F)(F)(F)F.N1(O[P+](N(C)C)(N(C)C)N(C)C)C2C=CC=CC=2N=N1. Product: [CH:1]1([CH2:6][CH:7]([N:11]2[C:19]3[C:14](=[CH:15][C:16]([O:20][C:21]([F:24])([F:23])[F:22])=[CH:17][CH:18]=3)[C:13](=[O:25])[C:12]2=[O:26])[C:8]([NH:33][C:28]2[CH:29]=[CH:30][CH:31]=[CH:32][N:27]=2)=[O:10])[CH2:2][CH2:3][CH2:4][CH2:5]1. The catalyst class is: 42. (2) Reactant: [OH:1][NH:2][C:3](=[NH:14])[C:4]1[CH:9]=[CH:8][C:7]([O:10][CH3:11])=[CH:6][C:5]=1[O:12][CH3:13].[CH3:15][C:16]1([CH3:29])[C@@H:18]2[CH2:19][C:20]3[C:24]([C@H:17]12)=[C:23]([CH3:25])[S:22][C:21]=3[C:26](O)=O.CN(C(ON1N=NC2C=CC=CC1=2)=[N+](C)C)C.[B-](F)(F)(F)F.CCN(C(C)C)C(C)C. Product: [CH3:13][O:12][C:5]1[CH:6]=[C:7]([O:10][CH3:11])[CH:8]=[CH:9][C:4]=1[C:3]1[N:14]=[C:26]([C:21]2[S:22][C:23]([CH3:25])=[C:24]3[C:20]=2[CH2:19][C@H:18]2[C:16]([CH3:29])([CH3:15])[C@H:17]23)[O:1][N:2]=1. The catalyst class is: 3. (3) Reactant: [F:1][C:2]1[CH:7]=[CH:6][C:5]([C:8]2[C:9]3[C:10](=[N:27][N:28]([CH2:30][C:31]([OH:33])=O)[CH:29]=3)[N:11]=[C:12]([C:20]3[CH:25]=[CH:24][C:23]([F:26])=[CH:22][CH:21]=3)[C:13]=2[C:14]2[CH:19]=[CH:18][N:17]=[CH:16][CH:15]=2)=[CH:4][CH:3]=1.C1(N=C=NC2CCCCC2)CCCCC1.ON1C2C=CC=CC=2N=N1.[NH:59]1[CH2:64][CH2:63][O:62][CH2:61][CH2:60]1. Product: [F:1][C:2]1[CH:3]=[CH:4][C:5]([C:8]2[C:9]3[C:10](=[N:27][N:28]([CH2:30][C:31]([N:59]4[CH2:64][CH2:63][O:62][CH2:61][CH2:60]4)=[O:33])[CH:29]=3)[N:11]=[C:12]([C:20]3[CH:21]=[CH:22][C:23]([F:26])=[CH:24][CH:25]=3)[C:13]=2[C:14]2[CH:15]=[CH:16][N:17]=[CH:18][CH:19]=2)=[CH:6][CH:7]=1. The catalyst class is: 31. (4) Reactant: [Cl:1][C:2]1[CH:10]=[C:9]([O:11][C:12]2[CH:17]=[CH:16][N:15]=[CH:14][C:13]=2[C:18]([N:20]2[C:29]3[C:24](=[CH:25][CH:26]=[CH:27][CH:28]=3)[N:23]([CH:30]3[CH2:32][CH2:31]3)[CH2:22][CH2:21]2)=[O:19])[C:8]([Cl:33])=[CH:7][C:3]=1[C:4](O)=[O:5].CN(C(ON1N=NC2C=CC=NC1=2)=[N+](C)C)C.F[P-](F)(F)(F)(F)F.C(N(CC)C(C)C)(C)C.Cl.[CH3:68][O:69][C:70](=[O:73])[CH2:71][NH2:72]. Product: [CH3:68][O:69][C:70](=[O:73])[CH2:71][NH:72][C:4](=[O:5])[C:3]1[CH:7]=[C:8]([Cl:33])[C:9]([O:11][C:12]2[CH:17]=[CH:16][N:15]=[CH:14][C:13]=2[C:18]([N:20]2[C:29]3[C:24](=[CH:25][CH:26]=[CH:27][CH:28]=3)[N:23]([CH:30]3[CH2:31][CH2:32]3)[CH2:22][CH2:21]2)=[O:19])=[CH:10][C:2]=1[Cl:1]. The catalyst class is: 9.